From a dataset of Forward reaction prediction with 1.9M reactions from USPTO patents (1976-2016). Predict the product of the given reaction. (1) Given the reactants Br[C:2]1[C:10]2[N:9]3[CH2:11][CH2:12][NH:13][C:14](=[O:15])[C:8]3=[CH:7][C:6]=2[CH:5]=[C:4]([O:16][CH3:17])[CH:3]=1.[F:18][C:19]1[CH:20]=[C:21](B(O)O)[CH:22]=[CH:23][C:24]=1[F:25], predict the reaction product. The product is: [F:18][C:19]1[CH:20]=[C:21]([C:2]2[C:10]3[N:9]4[CH2:11][CH2:12][NH:13][C:14](=[O:15])[C:8]4=[CH:7][C:6]=3[CH:5]=[C:4]([O:16][CH3:17])[CH:3]=2)[CH:22]=[CH:23][C:24]=1[F:25]. (2) Given the reactants [C:1]([C:9]1[CH:36]=[CH:35][C:12]([CH2:13][N:14]([CH2:27][C:28]2[CH:33]=[CH:32][C:31]([F:34])=[CH:30][CH:29]=2)[S:15]([C:18]2[CH:23]=[C:22]([Cl:24])[CH:21]=[C:20]([Cl:25])[C:19]=2[OH:26])(=[O:17])=[O:16])=[CH:11][CH:10]=1)(=[O:8])[C:2]1[CH:7]=[CH:6][CH:5]=[CH:4][CH:3]=1.[BH4-].[Na+], predict the reaction product. The product is: [Cl:25][C:20]1[C:19]([OH:26])=[C:18]([S:15]([N:14]([CH2:27][C:28]2[CH:29]=[CH:30][C:31]([F:34])=[CH:32][CH:33]=2)[CH2:13][C:12]2[CH:11]=[CH:10][C:9]([CH:1]([OH:8])[C:2]3[CH:7]=[CH:6][CH:5]=[CH:4][CH:3]=3)=[CH:36][CH:35]=2)(=[O:17])=[O:16])[CH:23]=[C:22]([Cl:24])[CH:21]=1.